This data is from Reaction yield outcomes from USPTO patents with 853,638 reactions. The task is: Predict the reaction yield, written as a fraction of the theoretical maximum amount of product (1.0 means a 100% yield; for example, 0.34 means a 34% yield). (1) The reactants are [F:1][C:2]1[CH:8]=[CH:7][C:5]([NH2:6])=[CH:4][CH:3]=1.[N:9]([O-])=O.[Na+].CC([O-])=O.[Na+].[N+:18]([CH2:20][C:21]([O:23][CH2:24][CH3:25])=[O:22])#[C-:19]. The yield is 0.900. The product is [F:1][C:2]1[CH:8]=[CH:7][C:5]([N:6]2[CH:19]=[N:18][C:20]([C:21]([O:23][CH2:24][CH3:25])=[O:22])=[N:9]2)=[CH:4][CH:3]=1. The catalyst is Cl.O.CO. (2) The reactants are [Cl:1][C:2]1[CH:3]=[C:4]([C:8]2[N:13]=[C:12]3[CH2:14][CH2:15][CH2:16][C:11]3=[C:10]([CH2:17][C:18]3[CH:23]=[CH:22][C:21]([CH2:24][C:25]([O:27]C)=O)=[CH:20][CH:19]=3)[CH:9]=2)[CH:5]=[CH:6][CH:7]=1.[Cl-].[NH4+:30].N. The catalyst is CO. The product is [Cl:1][C:2]1[CH:3]=[C:4]([C:8]2[N:13]=[C:12]3[CH2:14][CH2:15][CH2:16][C:11]3=[C:10]([CH2:17][C:18]3[CH:23]=[CH:22][C:21]([CH2:24][C:25]([NH2:30])=[O:27])=[CH:20][CH:19]=3)[CH:9]=2)[CH:5]=[CH:6][CH:7]=1. The yield is 0.790. (3) The product is [ClH:15].[CH2:1]([NH:6][C:7]([C:9]1[N:10]=[N:11][C:12]([N:16]2[CH2:17][CH2:18][CH:19]([NH:22][C:23]3[CH:28]=[CH:27][CH:26]=[CH:25][C:24]=3[C:29]([F:30])([F:31])[F:32])[CH2:20][CH2:21]2)=[CH:13][CH:14]=1)=[O:8])[CH2:2][CH2:3][CH2:4][CH3:5]. The reactants are [CH2:1]([NH:6][C:7]([C:9]1[N:10]=[N:11][C:12]([Cl:15])=[CH:13][CH:14]=1)=[O:8])[CH2:2][CH2:3][CH2:4][CH3:5].[NH:16]1[CH2:21][CH2:20][CH:19]([NH:22][C:23]2[CH:28]=[CH:27][CH:26]=[CH:25][C:24]=2[C:29]([F:32])([F:31])[F:30])[CH2:18][CH2:17]1. The yield is 0.370. No catalyst specified. (4) The reactants are [CH:1]1([CH2:4][O:5][CH2:6][CH:7]2[CH2:11][CH2:10][N:9](C(OC(C)(C)C)=O)[CH2:8]2)[CH2:3][CH2:2]1.Cl. The catalyst is C(O)(C)C. The product is [CH:1]1([CH2:4][O:5][CH2:6][CH:7]2[CH2:11][CH2:10][NH:9][CH2:8]2)[CH2:2][CH2:3]1. The yield is 0.650.